Binary Classification. Given a drug SMILES string, predict its activity (active/inactive) in a high-throughput screening assay against a specified biological target. From a dataset of Cav3 T-type calcium channel HTS with 100,875 compounds. (1) The molecule is s1c2c(nc1NC(=O)COCC)cccc2. The result is 0 (inactive). (2) The drug is S(=O)(=O)(NC(c1ccccc1)C(=O)NCCC)c1c2nsnc2ccc1. The result is 0 (inactive). (3) The compound is n1(nc(c(c1N)C#N)C)Cc1ccccc1. The result is 0 (inactive).